From a dataset of Catalyst prediction with 721,799 reactions and 888 catalyst types from USPTO. Predict which catalyst facilitates the given reaction. Reactant: [NH2:1][C:2]1[CH:7]=[CH:6][CH:5]=[CH:4][CH:3]=1.C[Al](C)C.[I:12][C:13]1[CH:14]=[C:15]([CH:18]=[CH:19][CH:20]=1)[C:16]#[N:17].ClCCl.CO. Product: [I:12][C:13]1[CH:14]=[C:15]([CH:18]=[CH:19][CH:20]=1)[C:16](=[NH:17])[NH:1][C:2]1[CH:7]=[CH:6][CH:5]=[CH:4][CH:3]=1. The catalyst class is: 11.